From a dataset of Catalyst prediction with 721,799 reactions and 888 catalyst types from USPTO. Predict which catalyst facilitates the given reaction. (1) Reactant: [C:1]([Si:5]([CH3:35])([CH3:34])[O:6][CH:7]([C:30]([CH3:33])([CH3:32])[CH3:31])[CH2:8][CH2:9][C:10]1[CH:15]=[CH:14][C:13]([C:16]([C:21]2[CH:26]=[CH:25][C:24]([OH:27])=[C:23]([CH3:28])[CH:22]=2)([CH2:19][CH3:20])[CH2:17][CH3:18])=[CH:12][C:11]=1[CH3:29])([CH3:4])([CH3:3])[CH3:2].C1(C)C=CC(S(O[CH2:46][C@H:47]2[O:51][C:50](=[O:52])[CH2:49][CH2:48]2)(=O)=O)=CC=1.C([O-])([O-])=O.[K+].[K+].C(OCC)(=O)C. Product: [C:1]([Si:5]([CH3:35])([CH3:34])[O:6][CH:7]([C:30]([CH3:33])([CH3:32])[CH3:31])[CH2:8][CH2:9][C:10]1[CH:15]=[CH:14][C:13]([C:16]([C:21]2[CH:26]=[CH:25][C:24]([O:27][CH2:46][C@H:47]3[O:51][C:50](=[O:52])[CH2:49][CH2:48]3)=[C:23]([CH3:28])[CH:22]=2)([CH2:17][CH3:18])[CH2:19][CH3:20])=[CH:12][C:11]=1[CH3:29])([CH3:3])([CH3:2])[CH3:4]. The catalyst class is: 3. (2) Reactant: Cl[C:2]1[N:7]=[CH:6][N:5]=[C:4]([NH2:8])[C:3]=1[C:9]1[N:10]=[N:11][N:12]([CH3:14])[N:13]=1.[NH2:15][C@H:16]([C:19]1[N:20]([CH:31]2[CH2:33][CH2:32]2)[C:21](=[O:30])[C:22]2[C:27]([CH:28]=1)=[CH:26][CH:25]=[CH:24][C:23]=2[Cl:29])[CH2:17][CH3:18].CCN(C(C)C)C(C)C. Product: [NH2:8][C:4]1[N:5]=[CH:6][N:7]=[C:2]([NH:15][C@H:16]([C:19]2[N:20]([CH:31]3[CH2:33][CH2:32]3)[C:21](=[O:30])[C:22]3[C:27]([CH:28]=2)=[CH:26][CH:25]=[CH:24][C:23]=3[Cl:29])[CH2:17][CH3:18])[C:3]=1[C:9]1[N:10]=[N:11][N:12]([CH3:14])[N:13]=1. The catalyst class is: 114. (3) Reactant: [C:1]1([C:7]([C:22]2[CH:27]=[CH:26][CH:25]=[CH:24][CH:23]=2)([C:16]2[CH:21]=[CH:20][CH:19]=[CH:18][CH:17]=2)[S:8][CH2:9][CH2:10][NH:11][C:12](=[O:15])[CH2:13]Cl)[CH:6]=[CH:5][CH:4]=[CH:3][CH:2]=1.[C:28]1([C:34]([C:45]2[CH:50]=[CH:49][CH:48]=[CH:47][CH:46]=2)([C:39]2[CH:44]=[CH:43][CH:42]=[CH:41][CH:40]=2)[S:35][CH2:36][CH2:37][NH2:38])[CH:33]=[CH:32][CH:31]=[CH:30][CH:29]=1.C(N(CC)CC)C. Product: [C:1]1([C:7]([C:22]2[CH:27]=[CH:26][CH:25]=[CH:24][CH:23]=2)([C:16]2[CH:21]=[CH:20][CH:19]=[CH:18][CH:17]=2)[S:8][CH2:9][CH2:10][NH:11][C:12](=[O:15])[CH2:13][NH:38][CH2:37][CH2:36][S:35][C:34]([C:39]2[CH:44]=[CH:43][CH:42]=[CH:41][CH:40]=2)([C:28]2[CH:29]=[CH:30][CH:31]=[CH:32][CH:33]=2)[C:45]2[CH:50]=[CH:49][CH:48]=[CH:47][CH:46]=2)[CH:6]=[CH:5][CH:4]=[CH:3][CH:2]=1. The catalyst class is: 4. (4) Reactant: [Br:1][C:2]1[CH:3]=[C:4](/[CH:7]=[CH:8]/[C:9]([OH:11])=O)[S:5][CH:6]=1.C(N(CC)CC)C.ClC(OCC)=O.[N-:25]=[N+:26]=[N-:27].[Na+]. Product: [Br:1][C:2]1[CH:3]=[C:4](/[CH:7]=[CH:8]/[C:9]([N:25]=[N+:26]=[N-:27])=[O:11])[S:5][CH:6]=1. The catalyst class is: 95. (5) Reactant: [NH2:1][C:2]1[C:7]([C:8](O)=[O:9])=[C:6]([F:11])[C:5]([Br:12])=[CH:4][CH:3]=1.B.C1COCC1. Product: [NH2:1][C:2]1[C:7]([CH2:8][OH:9])=[C:6]([F:11])[C:5]([Br:12])=[CH:4][CH:3]=1. The catalyst class is: 1. (6) Reactant: [CH3:1][NH:2][C:3]1[CH:8]=[CH:7][C:6]([C:9]([F:12])([F:11])[F:10])=[CH:5][N:4]=1.S(=O)(=O)(O)O.[N+:18]([O-])([OH:20])=[O:19]. Product: [CH3:1][NH:2][C:3]1[C:8]([N+:18]([O-:20])=[O:19])=[CH:7][C:6]([C:9]([F:12])([F:10])[F:11])=[CH:5][N:4]=1. The catalyst class is: 6.